This data is from Full USPTO retrosynthesis dataset with 1.9M reactions from patents (1976-2016). The task is: Predict the reactants needed to synthesize the given product. The reactants are: [CH3:1][CH:2]1[CH2:8][CH2:7][O:6][C:4](=[O:5])[CH2:3]1.[BrH:9]. Given the product [Br:9][CH2:7][CH2:8][CH:2]([CH3:1])[CH2:3][C:4]([OH:6])=[O:5], predict the reactants needed to synthesize it.